From a dataset of Reaction yield outcomes from USPTO patents with 853,638 reactions. Predict the reaction yield, written as a fraction of the theoretical maximum amount of product (1.0 means a 100% yield; for example, 0.34 means a 34% yield). (1) The reactants are [NH2:1][C:2]1[CH:7]=[CH:6][C:5]([C:8]2[C:16]3[C:15]([NH2:17])=[N:14][CH:13]=[N:12][C:11]=3[S:10][C:9]=2[CH3:18])=[CH:4][CH:3]=1.[CH:27]1N=[CH:30][N:29](C(N2[CH:30]=[N:29][CH:28]=[CH:27]2)=S)[CH:28]=1.N[C:32]1[CH:37]=[CH:36]C=C[C:33]=1[OH:38].Cl.C(N=C=NCCCN(C)C)C. The catalyst is N1C=CC=CC=1. The product is [O:38]1[C:33]2[CH:32]=[CH:37][CH:36]=[CH:27][C:28]=2[N:29]=[C:30]1[NH:1][C:2]1[CH:3]=[CH:4][C:5]([C:8]2[C:16]3[C:15]([NH2:17])=[N:14][CH:13]=[N:12][C:11]=3[S:10][C:9]=2[CH3:18])=[CH:6][CH:7]=1. The yield is 0.200. (2) The reactants are [CH2:1]([N:3]1[CH:7]=[CH:6][CH:5]=[N:4]1)[CH3:2].C([Li])CCC.[CH:13]12[O:19][CH:14]1[CH2:15][CH2:16][CH2:17][CH2:18]2. The catalyst is C1COCC1. The product is [CH2:1]([N:3]1[C:7]([C@H:13]2[CH2:18][CH2:17][CH2:16][CH2:15][C@@H:14]2[OH:19])=[CH:6][CH:5]=[N:4]1)[CH3:2]. The yield is 0.570. (3) The reactants are [Cl:1][CH2:2][CH2:3][N:4]([CH2:30][C:31]([F:34])([F:33])[CH3:32])[C:5]([C:7]1[C:11]([O:12]C(=O)C)=[C:10]([C:16]2[CH:21]=[CH:20][C:19]([Cl:22])=[CH:18][CH:17]=2)[N:9]([C:23]2[CH:28]=[CH:27][CH:26]=[CH:25][C:24]=2[Cl:29])[N:8]=1)=[O:6].C([O-])([O-])=O.[K+].[K+].Cl. The catalyst is CO. The product is [Cl:1][CH2:2][CH2:3][N:4]([CH2:30][C:31]([F:34])([F:33])[CH3:32])[C:5]([C:7]1[C:11]([OH:12])=[C:10]([C:16]2[CH:17]=[CH:18][C:19]([Cl:22])=[CH:20][CH:21]=2)[N:9]([C:23]2[CH:28]=[CH:27][CH:26]=[CH:25][C:24]=2[Cl:29])[N:8]=1)=[O:6]. The yield is 0.870.